From a dataset of CYP2C19 inhibition data for predicting drug metabolism from PubChem BioAssay. Regression/Classification. Given a drug SMILES string, predict its absorption, distribution, metabolism, or excretion properties. Task type varies by dataset: regression for continuous measurements (e.g., permeability, clearance, half-life) or binary classification for categorical outcomes (e.g., BBB penetration, CYP inhibition). Dataset: cyp2c19_veith. (1) The molecule is CON1C(=O)C(=O)N(OC)C(C)(C)C1C. The result is 0 (non-inhibitor). (2) The molecule is CC(C)c1ccc(NC(=O)N(CCc2nc3ccccc3[nH]2)C2CCCC2)cc1. The result is 1 (inhibitor). (3) The compound is COCCNC(=O)COc1ccc(Oc2ccccc2)cc1. The result is 1 (inhibitor). (4) The compound is Cc1ccn2c(CCc3nnc4cc(C)ccn34)nnc2c1. The result is 0 (non-inhibitor). (5) The compound is CCNc1ncc2nc(-c3ccc(F)cc3)c(=O)n(-c3ccccc3)c2n1. The result is 0 (non-inhibitor). (6) The drug is CCOC(=O)c1cc2c(C)n(-c3ccc(C)cc3)c(C)c2ccc1=O. The result is 1 (inhibitor). (7) The molecule is O=C(O)C[C@H]1OCC=C2CN3CC[C@@]45C6=CC(=O)C(=O)C([N+](=O)[O-])=C6N[C@H]4[C@H]1[C@H]2C[C@@H]35. The result is 1 (inhibitor).